This data is from Catalyst prediction with 721,799 reactions and 888 catalyst types from USPTO. The task is: Predict which catalyst facilitates the given reaction. (1) Reactant: [CH2:1]([O:8][CH2:9][C:10](=O)[CH2:11][NH:12][C:13]([C:15]1[CH:24]=[CH:23][C:18]([C:19]([O:21][CH3:22])=[O:20])=[CH:17][CH:16]=1)=O)[C:2]1[CH:7]=[CH:6][CH:5]=[CH:4][CH:3]=1.COC1C=CC(P2(SP(C3C=CC(OC)=CC=3)(=S)S2)=[S:35])=CC=1. Product: [CH2:1]([O:8][CH2:9][C:10]1[S:35][C:13]([C:15]2[CH:24]=[CH:23][C:18]([C:19]([O:21][CH3:22])=[O:20])=[CH:17][CH:16]=2)=[N:12][CH:11]=1)[C:2]1[CH:7]=[CH:6][CH:5]=[CH:4][CH:3]=1. The catalyst class is: 12. (2) Reactant: [Cl-].[In+3].[Cl-].[Cl-].[CH2:5]([Mg]Br)[CH:6]=[CH2:7].[Cl:10][C:11]1[CH:16]=[CH:15][N:14]=[C:13](/[CH:17]=[N:18]/[S@:19]([C:21]([CH3:24])([CH3:23])[CH3:22])=[O:20])[CH:12]=1. Product: [Cl:10][C:11]1[CH:16]=[CH:15][N:14]=[C:13]([C@@H:17]([NH:18][S@:19]([C:21]([CH3:24])([CH3:23])[CH3:22])=[O:20])[CH2:7][CH:6]=[CH2:5])[CH:12]=1. The catalyst class is: 219. (3) Reactant: [H-].[Na+].[C:3]([O:7][C:8]([N:10]1[CH2:13][CH:12]([C:14]2[CH:19]=[C:18]([CH2:20][CH3:21])[C:17]([NH:22][C:23]3[N:28]=[CH:27][C:26]4[N:29]=[CH:30][N:31]([CH3:32])[C:25]=4[CH:24]=3)=[CH:16][N:15]=2)[CH2:11]1)=[O:9])([CH3:6])([CH3:5])[CH3:4].I[CH3:34]. Product: [C:3]([O:7][C:8]([N:10]1[CH2:11][CH:12]([C:14]2[CH:19]=[C:18]([CH2:20][CH3:21])[C:17]([N:22]([CH3:34])[C:23]3[N:28]=[CH:27][C:26]4[N:29]=[CH:30][N:31]([CH3:32])[C:25]=4[CH:24]=3)=[CH:16][N:15]=2)[CH2:13]1)=[O:9])([CH3:6])([CH3:4])[CH3:5]. The catalyst class is: 1. (4) Reactant: N1CCC[C@H]1[C:3]([C@H:5]1[CH2:9][CH2:8][CH2:7][NH:6]1)=O.Cl.[OH-].[Na+]. Product: [N:6]1([CH2:3][C@H:5]2[CH2:9][CH2:8][CH2:7][NH:6]2)[CH2:7][CH2:8][CH2:9][CH2:5]1. The catalyst class is: 1. (5) Reactant: C[O:2][C:3](=[O:19])[CH:4]([N:11]1[C:16](=[O:17])[CH:15]=[C:14]([I:18])[CH:13]=[N:12]1)[CH2:5][CH:6]1[CH2:10][CH2:9][CH2:8][CH2:7]1.[OH-].[Na+]. Product: [CH:6]1([CH2:5][CH:4]([N:11]2[C:16](=[O:17])[CH:15]=[C:14]([I:18])[CH:13]=[N:12]2)[C:3]([OH:19])=[O:2])[CH2:10][CH2:9][CH2:8][CH2:7]1. The catalyst class is: 7. (6) Reactant: C([O:8][C:9]1[C:10]([CH3:30])=[C:11]([C:23](=[O:29])[CH:24](OCC)O)[CH:12]=[CH:13][C:14]=1[O:15]CC1C=CC=CC=1)C1C=CC=CC=1.[CH3:31][C:32]([NH2:44])([CH3:43])[CH2:33][C:34]1[C:39]([CH3:40])=[CH:38][C:37]([CH3:41])=[CH:36][C:35]=1[CH3:42].[BH4-].[Na+].C(OCC)(=O)C. Product: [CH3:43][C:32]([NH:44][CH2:24][CH:23]([C:11]1[C:10]([CH3:30])=[C:9]([OH:8])[C:14]([OH:15])=[CH:13][CH:12]=1)[OH:29])([CH3:31])[CH2:33][C:34]1[C:39]([CH3:40])=[CH:38][C:37]([CH3:41])=[CH:36][C:35]=1[CH3:42]. The catalyst class is: 8. (7) Reactant: [CH3:1][C:2]([C:4]([O:6][CH2:7][CH2:8][OH:9])=[O:5])=[CH2:3].N1C=CC=CC=1.[C:16](Cl)(=[O:21])[O:17][CH:18]([Cl:20])[CH3:19]. Product: [CH3:3][C:2]([C:4]([O:6][CH2:7][CH2:8][OH:9])=[O:5])=[CH2:1].[C:16](=[O:21])([O-:5])[O:17][CH:18]([Cl:20])[CH3:19]. The catalyst class is: 28. (8) Reactant: [H-].[Na+].[N+:3]([C:6]1[CH:7]=[C:8]([CH:11]=[CH:12][C:13]=1[NH:14][C:15]1[CH:24]=[CH:23][C:22]2[C:21]([CH3:26])([CH3:25])[CH2:20][CH2:19][C:18]([CH3:28])([CH3:27])[C:17]=2[CH:16]=1)[C:9]#[N:10])([O-:5])=[O:4].[CH3:29]I. Product: [CH3:29][N:14]([C:15]1[CH:24]=[CH:23][C:22]2[C:21]([CH3:26])([CH3:25])[CH2:20][CH2:19][C:18]([CH3:28])([CH3:27])[C:17]=2[CH:16]=1)[C:13]1[CH:12]=[CH:11][C:8]([C:9]#[N:10])=[CH:7][C:6]=1[N+:3]([O-:5])=[O:4]. The catalyst class is: 18. (9) Reactant: [N:1]1[C:10]2[C:5](=[CH:6][C:7]([C:11](OC)=[O:12])=[CH:8][CH:9]=2)[CH:4]=[CH:3][CH:2]=1.[H-].[H-].[H-].[H-].[Li+].[Al+3].O.[OH-].[Na+]. Product: [N:1]1[C:10]2[C:5](=[CH:6][C:7]([CH2:11][OH:12])=[CH:8][CH:9]=2)[CH:4]=[CH:3][CH:2]=1. The catalyst class is: 116.